Dataset: Full USPTO retrosynthesis dataset with 1.9M reactions from patents (1976-2016). Task: Predict the reactants needed to synthesize the given product. (1) Given the product [CH3:31][O:30][C:27]1[N:26]=[CH:25][C:24]([C:18]2[N:19]=[C:20]([S:22][CH3:23])[O:21][C:17]=2[C:14]2[CH:15]=[CH:16][C:11]([O:10][CH2:9][CH2:8][NH2:7])=[CH:12][CH:13]=2)=[CH:29][CH:28]=1, predict the reactants needed to synthesize it. The reactants are: C(OC(=O)[NH:7][CH2:8][CH2:9][O:10][C:11]1[CH:16]=[CH:15][C:14]([C:17]2[O:21][C:20]([S:22][CH3:23])=[N:19][C:18]=2[C:24]2[CH:25]=[N:26][C:27]([O:30][CH3:31])=[CH:28][CH:29]=2)=[CH:13][CH:12]=1)(C)(C)C. (2) The reactants are: [C:1]([C:4]1[CH:9]=[CH:8][CH:7]=[CH:6][CH:5]=1)(=[O:3])[CH3:2].[CH:10]([NH:13][CH2:14][C:15]1[CH:20]=[CH:19][CH:18]=[CH:17][CH:16]=1)(C)C.[CH2:21]=O.O1[CH2:28][CH2:27]OCC1. Given the product [CH:27]([CH:14]([NH:13][CH2:10][CH2:2][C:1]([C:4]1[CH:9]=[CH:8][CH:7]=[CH:6][CH:5]=1)=[O:3])[C:15]1[CH:20]=[CH:19][CH:18]=[CH:17][CH:16]=1)([CH3:28])[CH3:21], predict the reactants needed to synthesize it.